This data is from Catalyst prediction with 721,799 reactions and 888 catalyst types from USPTO. The task is: Predict which catalyst facilitates the given reaction. (1) Reactant: [N:1]1[C:6]2[CH:7]=[CH:8][NH:9][C:5]=2[C:4]([NH:10][C:11]2[CH:12]=[C:13]([CH:17]=[CH:18][CH:19]=2)[C:14]([OH:16])=O)=[N:3][CH:2]=1.[CH2:20]([CH:27]1[CH2:32][CH2:31][NH:30][CH2:29][CH2:28]1)[C:21]1[CH:26]=[CH:25][CH:24]=[CH:23][CH:22]=1.Cl.CN(C)CCCN=C=NCC.ON1C2C=CC=CC=2N=N1. Product: [CH2:20]([CH:27]1[CH2:32][CH2:31][N:30]([C:14]([C:13]2[CH:12]=[C:11]([NH:10][C:4]3[C:5]4[NH:9][CH:8]=[CH:7][C:6]=4[N:1]=[CH:2][N:3]=3)[CH:19]=[CH:18][CH:17]=2)=[O:16])[CH2:29][CH2:28]1)[C:21]1[CH:26]=[CH:25][CH:24]=[CH:23][CH:22]=1. The catalyst class is: 9. (2) Reactant: CC1(C)[O:6][C@H:5]([CH2:7][O:8][C:9]2[CH:14]=[CH:13][C:12]([C:15]([C:20]3[CH:25]=[CH:24][C:23]([CH:26]([CH3:34])[CH2:27][C:28]([CH2:32][CH3:33])([OH:31])[CH2:29][CH3:30])=[C:22]([CH3:35])[CH:21]=3)([CH2:18][CH3:19])[CH2:16][CH3:17])=[CH:11][C:10]=2[CH3:36])[CH2:4][O:3]1.CC1(C)C2(CS(O)(=O)=O)C(CC1CC2)=O.C([O-])(O)=O.[Na+]. Product: [CH2:16]([C:15]([C:12]1[CH:13]=[CH:14][C:9]([O:8][CH2:7][C@@H:5]([OH:6])[CH2:4][OH:3])=[C:10]([CH3:36])[CH:11]=1)([C:20]1[CH:25]=[CH:24][C:23]([CH:26]([CH3:34])[CH2:27][C:28]([CH2:29][CH3:30])([OH:31])[CH2:32][CH3:33])=[C:22]([CH3:35])[CH:21]=1)[CH2:18][CH3:19])[CH3:17]. The catalyst class is: 20. (3) Reactant: CO[CH:3](OC)[N:4]([CH3:6])[CH3:5].[CH3:9][O:10][CH:11]([O:15][CH3:16])[C:12]([CH3:14])=[O:13]. Product: [CH3:3][N:4]([CH3:6])/[CH:5]=[CH:14]/[C:12](=[O:13])[CH:11]([O:15][CH3:16])[O:10][CH3:9]. The catalyst class is: 868.